Dataset: Reaction yield outcomes from USPTO patents with 853,638 reactions. Task: Predict the reaction yield, written as a fraction of the theoretical maximum amount of product (1.0 means a 100% yield; for example, 0.34 means a 34% yield). (1) The reactants are O(S(C(F)(F)F)(=O)=O)S(C(F)(F)F)(=O)=O.[CH2:16]([O:23][N:24]1[C:30](=[O:31])[N:29]2[CH2:32][C@H:25]1[CH2:26][CH2:27][C@H:28]2[C:33]([NH:35][NH:36][C:37](=O)[CH2:38][CH2:39][NH:40][C:41](=[O:47])[O:42][C:43]([CH3:46])([CH3:45])[CH3:44])=[O:34])[C:17]1[CH:22]=[CH:21][CH:20]=[CH:19][CH:18]=1.N1C=CC=CC=1.C([O-])(O)=O.[Na+]. The catalyst is C(Cl)Cl. The product is [CH2:16]([O:23][N:24]1[C:30](=[O:31])[N:29]2[CH2:32][C@H:25]1[CH2:26][CH2:27][C@H:28]2[C:33]1[O:34][C:37]([CH2:38][CH2:39][NH:40][C:41](=[O:47])[O:42][C:43]([CH3:46])([CH3:44])[CH3:45])=[N:36][N:35]=1)[C:17]1[CH:22]=[CH:21][CH:20]=[CH:19][CH:18]=1. The yield is 0.420. (2) The reactants are [S:1]1[CH:5]=[CH:4][CH:3]=[C:2]1[C:6]([NH:8][CH:9]([CH3:15])[C:10](OCC)=[O:11])=[O:7].[NH2:16][NH2:17]. The catalyst is CO. The product is [NH:16]([C:10](=[O:11])[CH:9]([NH:8][C:6]([C:2]1[S:1][CH:5]=[CH:4][CH:3]=1)=[O:7])[CH3:15])[NH2:17]. The yield is 0.530. (3) The catalyst is C(Cl)Cl. The reactants are [NH:1]([C:15]([O:17][CH2:18][C:19]1[CH:24]=[CH:23][CH:22]=[CH:21][CH:20]=1)=[O:16])[C@H:2]([C:11]([O:13][CH3:14])=[O:12])[CH2:3][C:4]1[CH:9]=[CH:8][C:7]([OH:10])=[CH:6][CH:5]=1.OS(O)(=O)=O. The yield is 0.620. The product is [CH3:14][O:13][C:11](=[O:12])[CH:2]([NH:1][C:15]([O:17][CH2:18][C:19]1[CH:24]=[CH:23][CH:22]=[CH:21][CH:20]=1)=[O:16])[CH2:3][C:4]1[CH:5]=[CH:6][C:7]([O:10][C:4]([CH3:9])([CH3:5])[CH3:3])=[CH:8][CH:9]=1. (4) The reactants are [NH:1]1[CH:5]=[C:4]([C:6]2[C:7]([C:12]3[CH:17]=[CH:16][C:15]([F:18])=[CH:14][CH:13]=3)=[N:8][O:9][C:10]=2[CH3:11])[N:3]=[CH:2]1.[Br:19][C:20]1[CH:25]=[CH:24][C:23](B(O)O)=[CH:22][CH:21]=1. No catalyst specified. The product is [Br:19][C:20]1[CH:25]=[CH:24][C:23]([N:1]2[CH:5]=[C:4]([C:6]3[C:7]([C:12]4[CH:17]=[CH:16][C:15]([F:18])=[CH:14][CH:13]=4)=[N:8][O:9][C:10]=3[CH3:11])[N:3]=[CH:2]2)=[CH:22][CH:21]=1. The yield is 0.130.